Task: Predict the reaction yield, written as a fraction of the theoretical maximum amount of product (1.0 means a 100% yield; for example, 0.34 means a 34% yield).. Dataset: Reaction yield outcomes from USPTO patents with 853,638 reactions (1) The reactants are P(Cl)(Cl)(Cl)=O.[CH3:6][N:7]1[C:15]2[C:10](=[CH:11][CH:12]=[CH:13][CH:14]=2)[C:9]([CH3:16])=[CH:8]1.[C:17]([O-])(=[O:19])C.[Na+]. The catalyst is CN(C=O)C. The product is [CH3:6][N:7]1[C:15]2[C:10](=[CH:11][CH:12]=[CH:13][CH:14]=2)[C:9]([CH3:16])=[C:8]1[CH:17]=[O:19]. The yield is 0.970. (2) The reactants are [C:1]([NH:8][C@H:9]([CH2:18][C:19]1[CH:24]=[CH:23][C:22]([Cl:25])=[CH:21][CH:20]=1)[C:10]([NH:12][N:13]1[CH2:16][CH:15]([OH:17])[CH2:14]1)=[O:11])([O:3][C:4]([CH3:7])([CH3:6])[CH3:5])=[O:2].C(Cl)(=O)C(Cl)=O.CS(C)=O. The catalyst is C(Cl)Cl. The product is [C:1]([NH:8][C@H:9]([CH2:18][C:19]1[CH:20]=[CH:21][C:22]([Cl:25])=[CH:23][CH:24]=1)[C:10]([NH:12][N:13]1[CH2:14][C:15](=[O:17])[CH2:16]1)=[O:11])([O:3][C:4]([CH3:6])([CH3:7])[CH3:5])=[O:2]. The yield is 0.840. (3) The reactants are [F:1][C:2]1[C:3]([CH3:18])=[C:4]([CH2:8][C:9]([O:11][C@@H:12]([CH2:15][CH2:16]Br)[CH2:13]Br)=[O:10])[CH:5]=[CH:6][CH:7]=1.[Li+].C[Si]([N-][Si](C)(C)C)(C)C. The catalyst is O1CCOCC1. The product is [F:1][C:2]1[C:3]([CH3:18])=[C:4]([C@:8]23[CH2:13][C@H:12]([CH2:15][CH2:16]2)[O:11][C:9]3=[O:10])[CH:5]=[CH:6][CH:7]=1. The yield is 0.750.